Dataset: Full USPTO retrosynthesis dataset with 1.9M reactions from patents (1976-2016). Task: Predict the reactants needed to synthesize the given product. (1) Given the product [OH:23][CH2:2][C:3]1[N:8]([C:9]2[CH:14]=[CH:13][CH:12]=[C:11]([C:15]([F:18])([F:17])[F:16])[CH:10]=2)[C:7](=[O:19])[C:6]([C:20]([OH:22])=[O:21])=[CH:5][CH:4]=1, predict the reactants needed to synthesize it. The reactants are: Br[CH2:2][C:3]1[N:8]([C:9]2[CH:14]=[CH:13][CH:12]=[C:11]([C:15]([F:18])([F:17])[F:16])[CH:10]=2)[C:7](=[O:19])[C:6]([C:20]([OH:22])=[O:21])=[CH:5][CH:4]=1.[OH-:23].[Na+]. (2) Given the product [Cl:14][CH2:2][C:3]1[S:7][C:6]([NH:8][C:9](=[O:11])[CH3:10])=[N:5][CH:4]=1, predict the reactants needed to synthesize it. The reactants are: O[CH2:2][C:3]1[S:7][C:6]([NH:8][C:9](=[O:11])[CH3:10])=[N:5][CH:4]=1.S(Cl)([Cl:14])=O. (3) Given the product [CH2:1]([N:3]1[C:14](=[O:15])[C:12]2[N:13]3[C:8](=[C:9]([I:21])[C:10](=[O:18])[C:11]=2[O:16][CH3:17])[CH:7]([O:19][CH3:20])[CH2:6][CH:5]3[CH2:4]1)[CH3:2], predict the reactants needed to synthesize it. The reactants are: [CH2:1]([N:3]1[C:14](=[O:15])[C:12]2[N:13]3[C:8](=[CH:9][C:10](=[O:18])[C:11]=2[O:16][CH3:17])[CH:7]([O:19][CH3:20])[CH2:6][CH:5]3[CH2:4]1)[CH3:2].[I:21]N1C(=O)CCC1=O. (4) Given the product [CH2:1]([N:3]1[CH2:11][C:10]2[C:5](=[CH:6][CH:7]=[C:8]([NH:12][C:23](=[O:24])[CH3:22])[CH:9]=2)[CH2:4]1)[CH3:2], predict the reactants needed to synthesize it. The reactants are: [CH2:1]([N:3]1[CH2:11][C:10]2[C:5](=[CH:6][CH:7]=[C:8]([N+:12]([O-])=O)[CH:9]=2)[CH2:4]1)[CH3:2].CCN(CC)CC.[CH3:22][C:23](OC(C)=O)=[O:24]. (5) Given the product [Br:27][CH2:28][CH2:29][N:23]1[CH:24]=[C:20]([C:6]2[C:5]3[C:9](=[CH:10][C:2]([F:1])=[CH:3][CH:4]=3)[N:8]([S:11]([C:14]3[CH:15]=[CH:16][CH:17]=[CH:18][CH:19]=3)(=[O:12])=[O:13])[CH:7]=2)[CH:21]=[N:22]1, predict the reactants needed to synthesize it. The reactants are: [F:1][C:2]1[CH:10]=[C:9]2[C:5]([C:6]([C:20]3[CH:21]=[N:22][NH:23][CH:24]=3)=[CH:7][N:8]2[S:11]([C:14]2[CH:19]=[CH:18][CH:17]=[CH:16][CH:15]=2)(=[O:13])=[O:12])=[CH:4][CH:3]=1.[H-].[Na+].[Br:27][CH2:28][CH2:29]Br. (6) Given the product [C:12]([O:16][C:17]([N:19]1[CH2:24][CH2:23][CH:22]([N:1]2[C:5]3[CH:6]=[CH:7][CH:8]=[CH:9][C:4]=3[N:3]=[CH:2]2)[CH2:21][CH2:20]1)=[O:18])([CH3:15])([CH3:13])[CH3:14], predict the reactants needed to synthesize it. The reactants are: [NH:1]1[C:5]2[CH:6]=[CH:7][CH:8]=[CH:9][C:4]=2[N:3]=[CH:2]1.[H-].[Na+].[C:12]([O:16][C:17]([N:19]1[CH2:24][CH2:23][CH:22](OS(C2C=CC(C)=CC=2)(=O)=O)[CH2:21][CH2:20]1)=[O:18])([CH3:15])([CH3:14])[CH3:13].O. (7) Given the product [I:32][C:27]1[CH:26]=[C:25]([NH:24][C:23]([C:20]2[CH:21]=[CH:22][C:17]([N:14]3[CH2:13][CH2:12][N:11]([C:8]4[CH:9]=[CH:10][C:5]([C:4]([OH:34])=[O:3])=[CH:6][CH:7]=4)[CH2:16][CH2:15]3)=[N:18][CH:19]=2)=[O:33])[CH:30]=[CH:29][C:28]=1[CH3:31], predict the reactants needed to synthesize it. The reactants are: C([O:3][C:4](=[O:34])[C:5]1[CH:10]=[CH:9][C:8]([N:11]2[CH2:16][CH2:15][N:14]([C:17]3[CH:22]=[CH:21][C:20]([C:23](=[O:33])[NH:24][C:25]4[CH:30]=[CH:29][C:28]([CH3:31])=[C:27]([I:32])[CH:26]=4)=[CH:19][N:18]=3)[CH2:13][CH2:12]2)=[CH:7][CH:6]=1)C.C(C1C=C(NC(C2C=CC(N3CCN(C4C=CC(C(O)=O)=CC=4)CC3)=NC=2)=O)C=CC=1)(C)(C)C.CO.CN(C=O)C. (8) The reactants are: [C:1]([C:3]1[CH:12]=[CH:11][C:6]([C:7]([O:9][CH3:10])=[O:8])=[CH:5][CH:4]=1)#[N:2].Cl.C(N(CC)CC)C.[N-:21]=[N+:22]=[N-:23].[Na+].O. Given the product [NH:21]1[C:1]([C:3]2[CH:12]=[CH:11][C:6]([C:7]([O:9][CH3:10])=[O:8])=[CH:5][CH:4]=2)=[N:2][N:23]=[N:22]1, predict the reactants needed to synthesize it.